This data is from Reaction yield outcomes from USPTO patents with 853,638 reactions. The task is: Predict the reaction yield, written as a fraction of the theoretical maximum amount of product (1.0 means a 100% yield; for example, 0.34 means a 34% yield). (1) The reactants are [NH2:1][C:2]1[CH:3]=[C:4]([N:8]2[CH2:13][CH2:12][N:11]([C:14]([C:16]3[CH:21]=[CH:20][CH:19]=[CH:18][CH:17]=3)=[O:15])[CH2:10][CH2:9]2)[CH:5]=[CH:6][CH:7]=1.C(N(CC)CC)C.[C:29]1(B(O)O)[CH:34]=[CH:33][CH:32]=[CH:31][CH:30]=1. The catalyst is ClCCl.C([O-])(=O)C.[Cu+2].C([O-])(=O)C. The product is [C:14]([N:11]1[CH2:10][CH2:9][N:8]([C:4]2[CH:3]=[C:2]([NH:1][C:29]3[CH:34]=[CH:33][CH:32]=[CH:31][CH:30]=3)[CH:7]=[CH:6][CH:5]=2)[CH2:13][CH2:12]1)(=[O:15])[C:16]1[CH:17]=[CH:18][CH:19]=[CH:20][CH:21]=1. The yield is 0.660. (2) The reactants are [NH2:1][C:2]1[N:7]=[C:6](SC)[C:5]([C:10]#[N:11])=[C:4]([C:12]2[CH:17]=[CH:16][CH:15]=[CH:14][CH:13]=2)[N:3]=1.[CH3:18][CH2:19][O-:20].[Na+]. The catalyst is C(O)C. The product is [NH2:1][C:2]1[N:7]=[C:6]([O:20][CH2:19][CH3:18])[C:5]([C:10]#[N:11])=[C:4]([C:12]2[CH:17]=[CH:16][CH:15]=[CH:14][CH:13]=2)[N:3]=1. The yield is 0.290. (3) The reactants are [C:1]([C:3]1[C:8]([N+:9]([O-])=O)=[CH:7][C:6]([CH3:12])=[CH:5][N:4]=1)#[N:2].C([O-])(O)=O.[Na+].O. The catalyst is C(O)(=O)C.CCOC(C)=O.[Fe]. The product is [NH2:9][C:8]1[C:3]([C:1]#[N:2])=[N:4][CH:5]=[C:6]([CH3:12])[CH:7]=1. The yield is 0.760. (4) The reactants are [F:1][C:2]1[CH:17]=[C:16]([F:18])[CH:15]=[CH:14][C:3]=1[O:4][C:5]1[CH:10]=[CH:9][C:8]([N+:11]([O-])=O)=[CH:7][CH:6]=1. The catalyst is CO.[Pd]. The product is [F:1][C:2]1[CH:17]=[C:16]([F:18])[CH:15]=[CH:14][C:3]=1[O:4][C:5]1[CH:6]=[CH:7][C:8]([NH2:11])=[CH:9][CH:10]=1. The yield is 0.950. (5) The reactants are Br[C:2]1[C:7]2=[N:8][C:9]([C:12]([N:14]3[CH2:18][CH2:17][CH:16]([OH:19])[CH2:15]3)=[O:13])=[CH:10][N:11]=[C:6]2[CH:5]=[N:4][CH:3]=1.[Cl:20][C:21]1[N:26]=[CH:25][C:24](B(O)O)=[CH:23][CH:22]=1.C(=O)([O-])[O-].[Cs+].[Cs+].O1CCOCC1. The catalyst is C1(P([C-]2C=CC=C2)C2C=CC=CC=2)C=CC=CC=1.[C-]1(P(C2C=CC=CC=2)C2C=CC=CC=2)C=CC=C1.[Fe+2].[Pd](Cl)Cl.O. The product is [Cl:20][C:21]1[N:26]=[CH:25][C:24]([C:2]2[C:7]3=[N:8][C:9]([C:12]([N:14]4[CH2:18][CH2:17][CH:16]([OH:19])[CH2:15]4)=[O:13])=[CH:10][N:11]=[C:6]3[CH:5]=[N:4][CH:3]=2)=[CH:23][CH:22]=1. The yield is 0.830. (6) The reactants are Br[C:2]1[CH:3]=[CH:4][C:5]2[O:11][CH2:10][CH2:9][N:8]3[C:12]([CH2:18][N:19]4[CH2:24][CH2:23][N:22]([CH3:25])[CH2:21][CH2:20]4)=[C:13]([C:15]([NH2:17])=[O:16])[N:14]=[C:7]3[C:6]=2[CH:26]=1.BrC1C=CC2OCCN3C(CN4CCCC4)=C(C(N)=O)N=C3C=2C=1.CN1CCNCC1.[CH3:58][C:59]([OH:63])([C:61]#[CH:62])[CH3:60]. No catalyst specified. The product is [OH:63][C:59]([CH3:60])([CH3:58])[C:61]#[C:62][C:2]1[CH:3]=[CH:4][C:5]2[O:11][CH2:10][CH2:9][N:8]3[C:12]([CH2:18][N:19]4[CH2:24][CH2:23][N:22]([CH3:25])[CH2:21][CH2:20]4)=[C:13]([C:15]([NH2:17])=[O:16])[N:14]=[C:7]3[C:6]=2[CH:26]=1. The yield is 0.230. (7) The reactants are Cl.[Cl:2][C:3]1[CH:4]=[C:5]([N:9]2[C:13]([CH2:14][NH2:15])=[CH:12][C:11]([C:16]([F:19])([F:18])[F:17])=[N:10]2)[CH:6]=[CH:7][CH:8]=1.[OH:20][CH2:21][C:22]([C:26]1[CH:31]=[CH:30][C:29]([NH:32][C:33](=O)[O:34]C2C=CC=CC=2)=[CH:28][CH:27]=1)([CH3:25])[CH2:23][OH:24]. The catalyst is CN(C=O)C. The product is [Cl:2][C:3]1[CH:4]=[C:5]([N:9]2[C:13]([CH2:14][NH:15][C:33]([NH:32][C:29]3[CH:28]=[CH:27][C:26]([C:22]([CH3:25])([CH2:23][OH:24])[CH2:21][OH:20])=[CH:31][CH:30]=3)=[O:34])=[CH:12][C:11]([C:16]([F:17])([F:18])[F:19])=[N:10]2)[CH:6]=[CH:7][CH:8]=1. The yield is 0.650.